This data is from Full USPTO retrosynthesis dataset with 1.9M reactions from patents (1976-2016). The task is: Predict the reactants needed to synthesize the given product. Given the product [C:1]([C:4]1[C:22](=[O:23])[C@@:8]2([CH3:24])[C:9]3[C:15]([OH:16])=[CH:14][C:13]([O:17][CH3:18])=[C:12]([C:19]([NH:21][CH2:30][CH:29]4[CH:32]=[CH:33][CH:34]=[CH:27][C:28]4([F:43])[CH3:35])=[O:20])[C:10]=3[O:11][C:7]2=[CH:6][C:5]=1[OH:25])(=[O:3])[CH3:2], predict the reactants needed to synthesize it. The reactants are: [C:1]([C:4]1[C:22](=[O:23])[C@@:8]2([CH3:24])[C:9]3[C:15]([OH:16])=[CH:14][C:13]([O:17][CH3:18])=[C:12]([C:19]([NH2:21])=[O:20])[C:10]=3[O:11][C:7]2=[CH:6][C:5]=1[OH:25])(=[O:3])[CH3:2].F[C:27]1[C:28]([CH3:35])=[C:29]([CH:32]=[CH:33][CH:34]=1)[CH:30]=O.C([SiH](CC)CC)C.[F:43]C(F)(F)C(O)=O.